From a dataset of Full USPTO retrosynthesis dataset with 1.9M reactions from patents (1976-2016). Predict the reactants needed to synthesize the given product. (1) Given the product [CH2:1]([C@H:4]1[CH2:9][CH2:8][C@H:7](/[CH:10]=[CH:11]/[CH2:12][CH2:13][CH:14]2[CH2:15][CH2:16][CH:17]([OH:20])[CH2:18][CH2:19]2)[CH2:6][CH2:5]1)[CH2:2][CH3:3], predict the reactants needed to synthesize it. The reactants are: [CH2:1]([C@H:4]1[CH2:9][CH2:8][C@H:7](/[CH:10]=[CH:11]/[CH2:12][CH2:13][CH:14]2[CH2:19][CH2:18][CH:17]([O:20][Si](C(C)C)(C(C)C)C(C)C)[CH2:16][CH2:15]2)[CH2:6][CH2:5]1)[CH2:2][CH3:3].C1COCC1.[F-].C([N+](CCCC)(CCCC)CCCC)CCC. (2) Given the product [NH:24]1[C:32]2[C:27](=[C:28]([C:2]3[N:7]=[C:6]4[N:8]([CH3:11])[N:9]=[CH:10][C:5]4=[C:4]([NH:12][CH2:13][C:14]4[CH:19]=[CH:18][CH:17]=[C:16]([S:20]([CH3:23])(=[O:22])=[O:21])[CH:15]=4)[N:3]=3)[CH:29]=[CH:30][CH:31]=2)[CH:26]=[N:25]1, predict the reactants needed to synthesize it. The reactants are: Cl[C:2]1[N:7]=[C:6]2[N:8]([CH3:11])[N:9]=[CH:10][C:5]2=[C:4]([NH:12][CH2:13][C:14]2[CH:19]=[CH:18][CH:17]=[C:16]([S:20]([CH3:23])(=[O:22])=[O:21])[CH:15]=2)[N:3]=1.[NH:24]1[C:32]2[C:27](=[CH:28][CH:29]=[CH:30][CH:31]=2)[C:26](B2OC(C)(C)C(C)(C)O2)=[N:25]1. (3) Given the product [CH:48]1([N:18]2[CH2:17][CH2:16][CH:15]([C:11]3[CH:10]=[C:9]([CH2:8][N:7]4[C:3]([CH3:2])=[CH:4][C:5]([C:21]5[O:25][N:24]=[C:23]([C:26]6[CH:27]=[CH:28][C:29]([O:32][C:33]([F:36])([F:34])[F:35])=[CH:30][CH:31]=6)[N:22]=5)=[N:6]4)[CH:14]=[CH:13][N:12]=3)[CH2:20][CH2:19]2)[CH2:50][CH2:49]1, predict the reactants needed to synthesize it. The reactants are: Cl.[CH3:2][C:3]1[N:7]([CH2:8][C:9]2[CH:14]=[CH:13][N:12]=[C:11]([CH:15]3[CH2:20][CH2:19][NH:18][CH2:17][CH2:16]3)[CH:10]=2)[N:6]=[C:5]([C:21]2[O:25][N:24]=[C:23]([C:26]3[CH:31]=[CH:30][C:29]([O:32][C:33]([F:36])([F:35])[F:34])=[CH:28][CH:27]=3)[N:22]=2)[CH:4]=1.C(=O)(O)[O-].C(O)(=O)C.C(O[C:48]1(O[Si](C)(C)C)[CH2:50][CH2:49]1)C.C([BH3-])#N.[Na+]. (4) Given the product [O:21]=[C:15]1[CH:14]([N:7]2[C:6](=[O:22])[C:5]3[C:9](=[CH:10][CH:11]=[CH:12][C:4]=3[CH2:3][NH:2][C:53](=[O:54])[CH2:52][C:49]3[CH:48]=[CH:47][C:46]([C:45]([F:56])([F:44])[F:57])=[CH:51][CH:50]=3)[C:8]2=[O:13])[CH2:19][CH2:18][C:17](=[O:20])[NH:16]1, predict the reactants needed to synthesize it. The reactants are: Cl.[NH2:2][CH2:3][C:4]1[CH:12]=[CH:11][CH:10]=[C:9]2[C:5]=1[C:6](=[O:22])[N:7]([CH:14]1[CH2:19][CH2:18][C:17](=[O:20])[NH:16][C:15]1=[O:21])[C:8]2=[O:13].N12CCCN=C1CCCCC2.ON1C2C=CC=CC=2N=N1.[F:44][C:45]([F:57])([F:56])[C:46]1[CH:51]=[CH:50][C:49]([CH2:52][C:53](O)=[O:54])=[CH:48][CH:47]=1.Cl.CN(C)CCCN=C=NCC. (5) Given the product [CH:5]1([CH2:4][N:8]2[CH2:13][CH2:12][C:11](=[O:14])[CH2:10][CH2:9]2)[CH2:3][CH2:2]1, predict the reactants needed to synthesize it. The reactants are: Br[CH2:2][CH:3]1[CH2:5][CH2:4]1.Cl.O.[NH:8]1[CH2:13][CH2:12][C:11](=[O:14])[CH2:10][CH2:9]1.C(=O)([O-])[O-].[Na+].[Na+]. (6) Given the product [Cl:14][C:15]1[CH:20]=[CH:19][C:18]([NH:21][C:22](=[O:29])[CH2:23][O:24][CH2:25][C:26]([NH:11][C:10]2[CH:12]=[C:6]([C:3]3[CH:4]=[CH:5][O:1][CH:2]=3)[CH:7]=[CH:8][C:9]=2[CH3:13])=[O:27])=[C:17]([CH:16]=1)[C:30]([OH:32])=[O:31], predict the reactants needed to synthesize it. The reactants are: [O:1]1[CH:5]=[CH:4][C:3]([C:6]2[CH:7]=[CH:8][C:9]([CH3:13])=[C:10]([CH:12]=2)[NH2:11])=[CH:2]1.[Cl:14][C:15]1[CH:20]=[CH:19][C:18]([NH:21][C:22](=[O:29])[CH2:23][O:24][CH2:25][C:26](O)=[O:27])=[C:17]([C:30]([O:32]C)=[O:31])[CH:16]=1. (7) Given the product [F:21][C:22]1[CH:29]=[CH:28][CH:27]=[CH:26][C:23]=1[CH2:24][O:3][C:4]1[CH:5]=[CH:6][C:7]([CH2:10][S:11][CH2:12][CH2:13][C:14]([O:16][CH2:17][CH3:18])=[O:15])=[CH:8][CH:9]=1, predict the reactants needed to synthesize it. The reactants are: [H-].[Na+].[OH:3][C:4]1[CH:9]=[CH:8][C:7]([CH2:10][S:11][CH2:12][CH2:13][C:14]([O:16][CH2:17][CH3:18])=[O:15])=[CH:6][CH:5]=1.[H][H].[F:21][C:22]1[CH:29]=[CH:28][CH:27]=[CH:26][C:23]=1[CH2:24]Br. (8) Given the product [NH2:3][C:4]1[C:8]([NH:9][C:28]([NH:27][C:22]2[CH:23]=[CH:24][CH:25]=[CH:26][C:21]=2[C:20]([F:19])([F:30])[F:31])=[S:29])=[CH:7][S:6][CH:5]=1, predict the reactants needed to synthesize it. The reactants are: Br.Br.[NH2:3][C:4]1[C:8]([NH2:9])=[CH:7][S:6][CH:5]=1.C(N(C(C)C)C(C)C)C.[F:19][C:20]([F:31])([F:30])[C:21]1[CH:26]=[CH:25][CH:24]=[CH:23][C:22]=1[N:27]=[C:28]=[S:29]. (9) Given the product [CH:21]1[CH:20]=[N:19][C:18]2[C:12]([C:13]3[CH:26]=[CH:25][C:24]([Cl:27])=[CH:23][C:14]=3[CH2:15][CH2:16][C:17]=2[CH:22]=1)=[C:9]1[CH2:10][CH2:11][NH:6][CH2:7][CH2:8]1, predict the reactants needed to synthesize it. The reactants are: C(OC([N:6]1[CH2:11][CH2:10][C:9](=[C:12]2[C:18]3=[N:19][CH:20]=[CH:21][CH:22]=[C:17]3[CH2:16][CH2:15][C:14]3[CH:23]=[C:24]([Cl:27])[CH:25]=[CH:26][C:13]2=3)[CH2:8][CH2:7]1)=O)C.CS(O)(=O)=O. (10) Given the product [F:1][C:2]1[C:7]([NH2:8])=[CH:6][CH:5]=[C:4]([F:11])[N:3]=1, predict the reactants needed to synthesize it. The reactants are: [F:1][C:2]1[C:7]([N+:8]([O-])=O)=[CH:6][CH:5]=[C:4]([F:11])[N:3]=1.[Cl-].[NH4+].